This data is from Peptide-MHC class I binding affinity with 185,985 pairs from IEDB/IMGT. The task is: Regression. Given a peptide amino acid sequence and an MHC pseudo amino acid sequence, predict their binding affinity value. This is MHC class I binding data. (1) The peptide sequence is MMMNWSPTTA. The MHC is HLA-A02:01 with pseudo-sequence HLA-A02:01. The binding affinity (normalized) is 0.673. (2) The peptide sequence is RAAIDRQVSV. The MHC is HLA-A02:01 with pseudo-sequence HLA-A02:01. The binding affinity (normalized) is 0.416. (3) The peptide sequence is QYDDLHKKF. The binding affinity (normalized) is 0.0847. The MHC is HLA-A02:01 with pseudo-sequence HLA-A02:01. (4) The peptide sequence is SICSTMTNR. The MHC is HLA-A31:01 with pseudo-sequence HLA-A31:01. The binding affinity (normalized) is 0.993. (5) The peptide sequence is VFAVLSIVNR. The MHC is HLA-B54:01 with pseudo-sequence HLA-B54:01. The binding affinity (normalized) is 0.114. (6) The peptide sequence is EGFLKAAMF. The MHC is HLA-A30:01 with pseudo-sequence HLA-A30:01. The binding affinity (normalized) is 0.0847. (7) The peptide sequence is DFKPSYGTPV. The MHC is H-2-Kd with pseudo-sequence H-2-Kd. The binding affinity (normalized) is 0.515. (8) The peptide sequence is FRFGDPMPF. The MHC is HLA-A69:01 with pseudo-sequence HLA-A69:01. The binding affinity (normalized) is 0.0847. (9) The peptide sequence is YVFPVIFSR. The MHC is HLA-A02:06 with pseudo-sequence HLA-A02:06. The binding affinity (normalized) is 0.0998.